Dataset: Forward reaction prediction with 1.9M reactions from USPTO patents (1976-2016). Task: Predict the product of the given reaction. (1) Given the reactants C(N(CC)CC)C.[CH3:8][N:9]=[C:10]=[O:11].[Cl:12][C:13]1[CH:18]=[C:17]([C:19]([F:22])([F:21])[F:20])[CH:16]=[C:15]([Cl:23])[C:14]=1[O:24][C:25]1[CH:29]=[C:28]([CH3:30])[NH:27][N:26]=1.Cl, predict the reaction product. The product is: [CH3:8][NH:9][C:10]([N:27]1[C:28]([CH3:30])=[CH:29][C:25]([O:24][C:14]2[C:15]([Cl:23])=[CH:16][C:17]([C:19]([F:22])([F:20])[F:21])=[CH:18][C:13]=2[Cl:12])=[N:26]1)=[O:11]. (2) Given the reactants [C:1]([Si:5]([CH3:37])([CH3:36])[O:6][C@@H:7]1[CH2:12][CH2:11][C@H:10]([N:13]2[CH2:17][CH2:16][CH:15]([CH2:18][C:19]3[C:24]([Cl:25])=[CH:23][C:22](OS(C(F)(F)F)(=O)=O)=[CH:21][C:20]=3[Cl:34])[C:14]2=[O:35])[CH2:9][CH2:8]1)([CH3:4])([CH3:3])[CH3:2].[CH3:38][N:39]1[CH:43]=[C:42](B2OC(C)(C)C(C)(C)O2)[CH:41]=[N:40]1.C(=O)([O-])[O-].[Na+].[Na+], predict the reaction product. The product is: [C:1]([Si:5]([CH3:37])([CH3:36])[O:6][C@@H:7]1[CH2:8][CH2:9][C@H:10]([N:13]2[CH2:17][CH2:16][CH:15]([CH2:18][C:19]3[C:24]([Cl:25])=[CH:23][C:22]([C:42]4[CH:41]=[N:40][N:39]([CH3:38])[CH:43]=4)=[CH:21][C:20]=3[Cl:34])[C:14]2=[O:35])[CH2:11][CH2:12]1)([CH3:4])([CH3:2])[CH3:3]. (3) Given the reactants [F:1][C:2]1[CH:7]=[CH:6][C:5]([CH2:8][CH2:9]OS(C2C=CC(C)=CC=2)(=O)=O)=[CH:4][CH:3]=1.Cl.Cl.[CH2:23]([O:25][C:26]([C@H:28]1[C@H:33]([N:34]([CH2:36][C:37]2[CH:42]=[CH:41][CH:40]=[CH:39][CH:38]=2)[CH3:35])[CH2:32][CH2:31][NH:30][CH2:29]1)=[O:27])[CH3:24].C(=O)([O-])[O-].[K+].[K+], predict the reaction product. The product is: [CH2:23]([O:25][C:26]([C@H:28]1[C@H:33]([N:34]([CH2:36][C:37]2[CH:38]=[CH:39][CH:40]=[CH:41][CH:42]=2)[CH3:35])[CH2:32][CH2:31][N:30]([CH2:9][CH2:8][C:5]2[CH:4]=[CH:3][C:2]([F:1])=[CH:7][CH:6]=2)[CH2:29]1)=[O:27])[CH3:24]. (4) Given the reactants [CH2:1]([O:4][C:5]1([CH3:53])[CH2:10][CH2:9][N:8]([C:11]2[N:16]3[N:17]=[C:18]([C:20](=[O:40])[NH:21][CH2:22][CH:23]([OH:39])[CH2:24][C:25]4[CH:30]=[CH:29][CH:28]=[CH:27][C:26]=4[O:31][Si:32]([C:35]([CH3:38])([CH3:37])[CH3:36])([CH3:34])[CH3:33])[CH:19]=[C:15]3[N:14]=[C:13]([CH3:41])[C:12]=2[C@H:42]([O:48][C:49]([CH3:52])([CH3:51])[CH3:50])[C:43]([O:45][CH2:46][CH3:47])=[O:44])[CH2:7][CH2:6]1)[CH:2]=[CH2:3].C[N+]1([O-])CCOCC1, predict the reaction product. The product is: [CH2:1]([O:4][C:5]1([CH3:53])[CH2:6][CH2:7][N:8]([C:11]2[N:16]3[N:17]=[C:18]([C:20](=[O:40])[NH:21][CH2:22][C:23](=[O:39])[CH2:24][C:25]4[CH:30]=[CH:29][CH:28]=[CH:27][C:26]=4[O:31][Si:32]([C:35]([CH3:38])([CH3:37])[CH3:36])([CH3:34])[CH3:33])[CH:19]=[C:15]3[N:14]=[C:13]([CH3:41])[C:12]=2[C@H:42]([O:48][C:49]([CH3:52])([CH3:51])[CH3:50])[C:43]([O:45][CH2:46][CH3:47])=[O:44])[CH2:9][CH2:10]1)[CH:2]=[CH2:3]. (5) Given the reactants [OH:1][C:2]1[CH:10]=[CH:9][C:5]([C:6]([NH2:8])=[O:7])=[CH:4][C:3]=1[O:11][CH3:12].O1CCOCC1.Br[CH2:20][C:21](=O)[CH2:22][CH3:23], predict the reaction product. The product is: [CH2:22]([C:21]1[N:8]=[C:6]([C:5]2[CH:9]=[CH:10][C:2]([OH:1])=[C:3]([O:11][CH3:12])[CH:4]=2)[O:7][CH:20]=1)[CH3:23]. (6) Given the reactants [CH:1]1([NH:7][C:8](=[O:28])[CH2:9][C:10]2[CH:15]=[C:14]([I:16])[C:13]([O:17][C:18]3[CH:23]=[C:22]([I:24])[C:21]([OH:25])=[C:20]([I:26])[CH:19]=3)=[C:12]([I:27])[CH:11]=2)[CH2:6][CH2:5][CH2:4][CH2:3][CH2:2]1.C([O-])([O-])=O.[Cs+].[Cs+].[Cl:35][CH:36](Cl)[CH3:37], predict the reaction product. The product is: [Cl:35][CH2:36][CH2:37][O:25][C:21]1[C:22]([I:24])=[CH:23][C:18]([O:17][C:13]2[C:14]([I:16])=[CH:15][C:10]([CH2:9][C:8]([NH:7][CH:1]3[CH2:2][CH2:3][CH2:4][CH2:5][CH2:6]3)=[O:28])=[CH:11][C:12]=2[I:27])=[CH:19][C:20]=1[I:26]. (7) Given the reactants S(=O)(=O)(O)O.B(O)(O)O.[Na+].[N+]([C:14]1[CH:15]=C(S([O-])(=O)=O)C=C[CH:19]=1)([O-])=O.OCC(CO)O.[F:30][C:31]1[CH:32]=[C:33]([NH2:41])[C:34]2[O:39][CH2:38][CH2:37][O:36][C:35]=2[CH:40]=1, predict the reaction product. The product is: [F:30][C:31]1[C:32]2[CH:19]=[CH:14][CH:15]=[N:41][C:33]=2[C:34]2[O:39][CH2:38][CH2:37][O:36][C:35]=2[CH:40]=1. (8) Given the reactants [F:1][C:2]1[CH:7]=[CH:6][C:5]([N+:8]([O-])=O)=[CH:4][C:3]=1[C:11]([N:13]1[CH2:18][CH2:17][O:16][CH2:15][CH2:14]1)=[O:12].Cl[Sn]Cl.C([O-])([O-])=O.[K+].[K+], predict the reaction product. The product is: [NH2:8][C:5]1[CH:6]=[CH:7][C:2]([F:1])=[C:3]([C:11]([N:13]2[CH2:14][CH2:15][O:16][CH2:17][CH2:18]2)=[O:12])[CH:4]=1. (9) Given the reactants [O:1]1[C:5]2[CH:6]=[CH:7][CH:8]=[CH:9][C:4]=2[CH:3]=[C:2]1[C:10]([NH:12][C:13]1([C:19]([NH:21][CH:22]2[CH2:27][CH2:26][N:25]([C:28]3[CH:33]=[C:32]([F:34])[CH:31]=[CH:30][C:29]=3[NH2:35])[CH2:24][CH:23]2[OH:36])=[O:20])[CH2:18][CH2:17][CH2:16][CH2:15][CH2:14]1)=[O:11].CO[CH:39]1[CH2:43][CH2:42][CH:41](OC)O1, predict the reaction product. The product is: [O:1]1[C:5]2[CH:6]=[CH:7][CH:8]=[CH:9][C:4]=2[CH:3]=[C:2]1[C:10]([NH:12][C:13]1([C:19]([NH:21][CH:22]2[CH2:27][CH2:26][N:25]([C:28]3[CH:33]=[C:32]([F:34])[CH:31]=[CH:30][C:29]=3[N:35]3[CH:39]=[CH:43][CH:42]=[CH:41]3)[CH2:24][CH:23]2[OH:36])=[O:20])[CH2:18][CH2:17][CH2:16][CH2:15][CH2:14]1)=[O:11]. (10) Given the reactants Br[C:2]1[CH:11]=[CH:10][C:5]2[N:6]=[C:7]([CH3:9])[S:8][C:4]=2[CH:3]=1.[CH3:12][O:13][C:14]1[CH:15]=[N:16][CH:17]=[C:18](B2OC(C)(C)C(C)(C)O2)[CH:19]=1.O1CCOCC1.[F-].[Cs+], predict the reaction product. The product is: [CH3:12][O:13][C:14]1[CH:19]=[C:18]([C:2]2[CH:11]=[CH:10][C:5]3[N:6]=[C:7]([CH3:9])[S:8][C:4]=3[CH:3]=2)[CH:17]=[N:16][CH:15]=1.